The task is: Predict the reaction yield, written as a fraction of the theoretical maximum amount of product (1.0 means a 100% yield; for example, 0.34 means a 34% yield).. This data is from Reaction yield outcomes from USPTO patents with 853,638 reactions. (1) The reactants are [NH2:1][C:2]1[CH:10]=[CH:9][C:5]([C:6](O)=[O:7])=[CH:4][C:3]=1[Cl:11].Cl.[CH3:13][N:14](C)[CH2:15]CCN=C=NCC.ON1C2C=CC=CC=2N=N1.C(N(CC)CC)C.Cl.CNC. The catalyst is C(Cl)Cl.C(O)(C)C.C(Cl)(Cl)Cl. The product is [NH2:1][C:2]1[CH:10]=[CH:9][C:5]([C:6]([N:14]([CH3:15])[CH3:13])=[O:7])=[CH:4][C:3]=1[Cl:11]. The yield is 0.596. (2) The reactants are [OH:1][C:2]1[CH:13]=[CH:12][C:5]2[CH2:6][CH2:7][CH2:8][C:9](=[O:11])[NH:10][C:4]=2[CH:3]=1.[N+:14]([O-])([OH:16])=[O:15].O.C(=O)(O)[O-].[Na+]. The catalyst is C(OC(=O)C)(=O)C. The product is [OH:1][C:2]1[C:13]([N+:14]([O-:16])=[O:15])=[CH:12][C:5]2[CH2:6][CH2:7][CH2:8][C:9](=[O:11])[NH:10][C:4]=2[CH:3]=1. The yield is 0.370. (3) The reactants are [CH2:1]([O:3][C@@H:4]([CH2:10][C:11]1[CH:16]=[CH:15][C:14]([O:17][CH2:18]/[CH:19]=[C:20](/[C:22]2[CH:27]=[CH:26][C:25]([C:28]3[CH:33]=[CH:32][CH:31]=[C:30]([O:34][CH3:35])[CH:29]=3)=[CH:24][CH:23]=2)\[CH3:21])=[CH:13][CH:12]=1)[C:5]([O:7]CC)=[O:6])[CH3:2].[OH-].[Na+]. No catalyst specified. The product is [CH2:1]([O:3][C@@H:4]([CH2:10][C:11]1[CH:12]=[CH:13][C:14]([O:17][CH2:18]/[CH:19]=[C:20](/[C:22]2[CH:23]=[CH:24][C:25]([C:28]3[CH:33]=[CH:32][CH:31]=[C:30]([O:34][CH3:35])[CH:29]=3)=[CH:26][CH:27]=2)\[CH3:21])=[CH:15][CH:16]=1)[C:5]([OH:7])=[O:6])[CH3:2]. The yield is 0.850. (4) The reactants are [Cl:1][C:2]1[CH:7]=[CH:6][C:5]([S:8][C:9]2[S:13][C:12]([CH:14]=[O:15])=[CH:11][CH:10]=2)=[CH:4][CH:3]=1.CC(=CC)C.[OH:21]P([O-])(O)=O.[K+].[O-]Cl=O.[Na+]. The catalyst is C1COCC1.CC(O)(C)C.O. The product is [Cl:1][C:2]1[CH:3]=[CH:4][C:5]([S:8][C:9]2[S:13][C:12]([C:14]([OH:21])=[O:15])=[CH:11][CH:10]=2)=[CH:6][CH:7]=1. The yield is 0.870. (5) The reactants are CN(C)[CH:3]=[O:4].P(Cl)(Cl)(Cl)=[O:7].[S:11]1C=[CH:14][CH:13]=[C:12]1[C:16]([C:18]1[CH:23]=[CH:22][C:21]([N:24]([C:33]2[CH:38]=[CH:37][C:36]([C:39]([C:41]3[S:42][CH:43]=[CH:44][CH:45]=3)=[CH2:40])=[CH:35][CH:34]=2)[C:25]2[CH:30]=[CH:29][C:28]([O:31][CH3:32])=[CH:27][CH:26]=2)=[CH:20][CH:19]=1)=[CH2:17].Cl[CH2:47][CH2:48]Cl. The yield is 0.920. No catalyst specified. The product is [CH:3]([C:43]1[S:42][C:41]([C:39]([C:36]2[CH:35]=[CH:34][C:33]([N:24]([C:21]3[CH:22]=[CH:23][C:18]([C:16]([C:12]4[S:11][C:47]([CH:48]=[O:7])=[CH:14][CH:13]=4)=[CH2:17])=[CH:19][CH:20]=3)[C:25]3[CH:26]=[CH:27][C:28]([O:31][CH3:32])=[CH:29][CH:30]=3)=[CH:38][CH:37]=2)=[CH2:40])=[CH:45][CH:44]=1)=[O:4]. (6) The reactants are [B:10]1([B:10]2[O:14][C:13]([CH3:16])([CH3:15])[C:12]([CH3:18])([CH3:17])[O:11]2)[O:14][C:13]([CH3:16])([CH3:15])[C:12]([CH3:18])([CH3:17])[O:11]1.C([O-])(=O)C.[K+].[CH:24]1([C:27]2[C:28]([N:47]([C:52]3[CH:57]=[CH:56][C:55](I)=[C:54]([CH3:59])[CH:53]=3)[S:48]([CH3:51])(=[O:50])=[O:49])=[CH:29][C:30]3[O:34][C:33]([C:35]4[CH:40]=[CH:39][C:38]([F:41])=[CH:37][CH:36]=4)=[C:32]([C:42]([NH:44][CH3:45])=[O:43])[C:31]=3[CH:46]=2)[CH2:26][CH2:25]1.O1CCOCC1. The catalyst is O. The product is [CH:24]1([C:27]2[C:28]([N:47]([C:52]3[CH:57]=[CH:56][C:55]([B:10]4[O:11][C:12]([CH3:17])([CH3:18])[C:13]([CH3:15])([CH3:16])[O:14]4)=[C:54]([CH3:59])[CH:53]=3)[S:48]([CH3:51])(=[O:50])=[O:49])=[CH:29][C:30]3[O:34][C:33]([C:35]4[CH:36]=[CH:37][C:38]([F:41])=[CH:39][CH:40]=4)=[C:32]([C:42]([NH:44][CH3:45])=[O:43])[C:31]=3[CH:46]=2)[CH2:26][CH2:25]1. The yield is 0.0500.